This data is from Reaction yield outcomes from USPTO patents with 853,638 reactions. The task is: Predict the reaction yield, written as a fraction of the theoretical maximum amount of product (1.0 means a 100% yield; for example, 0.34 means a 34% yield). (1) The reactants are [CH2:1]([O:3][C:4](=[O:27])[C@@H:5]([CH2:12][C:13]1[CH:18]=[C:17]([CH3:19])[C:16]([NH2:20])=[C:15]([CH3:21])[C:14]=1[CH2:22][O:23]C(=O)C)[CH2:6][C:7]([O:9][CH2:10]C)=[O:8])C.COC(=O)[C@@H](CC1C(CO)=C2C(=CC=1)N[N:42]=C2)CC(OC)=O. No catalyst specified. The product is [CH3:19][C:17]1[CH:18]=[C:13]([CH2:12][C@@H:5]([CH2:6][C:7]([O:9][CH3:10])=[O:8])[C:4]([O:3][CH3:1])=[O:27])[C:14]([CH2:22][OH:23])=[C:15]2[C:16]=1[NH:20][N:42]=[CH:21]2. The yield is 0.980. (2) The reactants are [C:1]1([C:7]2[CH:11]=[C:10]([NH2:12])[NH:9][N:8]=2)[CH:6]=[CH:5][CH:4]=[CH:3][CH:2]=1.[F:13][CH:14]([C:20](=O)[CH3:21])[C:15](OCC)=[O:16]. The catalyst is CC(O)=O. The yield is 0.550. The product is [F:13][C:14]1[C:20]([CH3:21])=[N:12][C:10]2[N:9]([N:8]=[C:7]([C:1]3[CH:2]=[CH:3][CH:4]=[CH:5][CH:6]=3)[CH:11]=2)[C:15]=1[OH:16]. (3) The reactants are [C:1]12([C:7]3[CH:12]=[CH:11][C:10]([N:13]4[CH2:17][C@H:16]([CH2:18][NH:19][C:20](=[O:22])[CH3:21])[O:15][C:14]4=[O:23])=[CH:9][CH:8]=3)[CH2:6][CH:5]1[CH2:4][NH:3][CH2:2]2.C(Cl)CCl.C1C=CC2N(O)N=NC=2C=1.CN1CCOCC1.[C:45](O)(=[O:48])[CH2:46][OH:47]. The catalyst is C(Cl)Cl. The product is [OH:48][CH2:45][C:46]([N:3]1[CH2:4][CH:5]2[C:1]([C:7]3[CH:8]=[CH:9][C:10]([N:13]4[CH2:17][C@H:16]([CH2:18][NH:19][C:20](=[O:22])[CH3:21])[O:15][C:14]4=[O:23])=[CH:11][CH:12]=3)([CH2:6]2)[CH2:2]1)=[O:47]. The yield is 0.590. (4) The reactants are B.O1CCCC1.[Cl:7][C:8]1[CH:13]=[CH:12][C:11]([CH:14]2[CH2:19][N:18]([CH2:20][CH2:21][CH3:22])[C:17](=O)[CH2:16][O:15]2)=[CH:10][C:9]=1[O:24][CH3:25]. The catalyst is C1COCC1. The product is [Cl:7][C:8]1[CH:13]=[CH:12][C:11]([CH:14]2[CH2:19][N:18]([CH2:20][CH2:21][CH3:22])[CH2:17][CH2:16][O:15]2)=[CH:10][C:9]=1[O:24][CH3:25]. The yield is 0.990. (5) The reactants are C1(C(=[N:14][CH2:15][C:16]([O:18][CH2:19][CH3:20])=[O:17])C2C=CC=CC=2)C=CC=CC=1.[H-].[Na+].[Br:23][C:24]1[CH:25]=[C:26]([Cl:31])[C:27](Cl)=[N:28][CH:29]=1. The catalyst is CN(C=O)C. The product is [NH2:14][CH:15]([C:27]1[C:26]([Cl:31])=[CH:25][C:24]([Br:23])=[CH:29][N:28]=1)[C:16]([O:18][CH2:19][CH3:20])=[O:17]. The yield is 0.200. (6) The reactants are [O:1]([C:8]1[CH:13]=[CH:12][C:11]([NH:14][C:15]2[N:20]=[CH:19][N:18]=[C:17]([NH:21][C:22]3[CH:23]=[C:24]([CH:28]=[CH:29][CH:30]=3)[C:25](O)=[O:26])[CH:16]=2)=[CH:10][CH:9]=1)[C:2]1[CH:7]=[CH:6][CH:5]=[CH:4][CH:3]=1.[CH3:31][NH:32][O:33][CH3:34].Cl.CCN=C=NCCCN(C)C.Cl.C1C=CC2N(O)N=NC=2C=1.CCN(C(C)C)C(C)C. The catalyst is CN(C=O)C. The product is [CH3:34][O:33][N:32]([CH3:31])[C:25](=[O:26])[C:24]1[CH:28]=[CH:29][CH:30]=[C:22]([NH:21][C:17]2[CH:16]=[C:15]([NH:14][C:11]3[CH:12]=[CH:13][C:8]([O:1][C:2]4[CH:3]=[CH:4][CH:5]=[CH:6][CH:7]=4)=[CH:9][CH:10]=3)[N:20]=[CH:19][N:18]=2)[CH:23]=1. The yield is 0.445.